From a dataset of Full USPTO retrosynthesis dataset with 1.9M reactions from patents (1976-2016). Predict the reactants needed to synthesize the given product. (1) Given the product [C:19]([C:23]1[CH:24]=[CH:25][C:26]([N:27]2[CH2:32][C:12]3[CH:13]=[C:14]4[C:9](=[CH:10][C:11]=3[O:31][CH2:30]2)[O:8][CH2:7][C:6]([C:5]2[CH:17]=[CH:18][C:2]([OH:1])=[CH:3][CH:4]=2)=[CH:15]4)=[CH:28][CH:29]=1)([CH3:22])([CH3:20])[CH3:21], predict the reactants needed to synthesize it. The reactants are: [OH:1][C:2]1[CH:18]=[CH:17][C:5]([C:6]2[CH2:7][O:8][C:9]3[C:14]([CH:15]=2)=[CH:13][CH:12]=[C:11](O)[CH:10]=3)=[CH:4][CH:3]=1.[C:19]([C:23]1[CH:29]=[CH:28][C:26]([NH2:27])=[CH:25][CH:24]=1)([CH3:22])([CH3:21])[CH3:20].[CH2:30]=[O:31].[CH2:32](O)C. (2) Given the product [CH3:1][O:2][C:3]1[C:4]([NH:15][C:16]([N:31]2[CH2:32][CH2:33][N:28]([C:23]3[CH:24]=[CH:25][CH:26]=[CH:27][C:22]=3[CH3:21])[CH2:29][CH2:30]2)=[O:20])=[N:5][C:6]2[C:11]([N:12]=1)=[CH:10][C:9]([O:13][CH3:14])=[CH:8][CH:7]=2, predict the reactants needed to synthesize it. The reactants are: [CH3:1][O:2][C:3]1[C:4]([NH:15][C:16](=[O:20])OCC)=[N:5][C:6]2[C:11]([N:12]=1)=[CH:10][C:9]([O:13][CH3:14])=[CH:8][CH:7]=2.[CH3:21][C:22]1[CH:27]=[CH:26][CH:25]=[CH:24][C:23]=1[N:28]1[CH2:33][CH2:32][NH:31][CH2:30][CH2:29]1. (3) The reactants are: Cl[C:2]1[CH:11]=[CH:10][N:9]=[C:8]2[C:3]=1[CH:4]=[C:5]([C:13]([NH:15][CH2:16][C:17]1[CH:22]=[CH:21][CH:20]=[C:19]([C:23]([F:26])([F:25])[F:24])[CH:18]=1)=[O:14])[C:6]([CH3:12])=[N:7]2.[NH:27]1[CH2:32][CH2:31][O:30][CH2:29][CH2:28]1. Given the product [CH3:12][C:6]1[C:5]([C:13]([NH:15][CH2:16][C:17]2[CH:22]=[CH:21][CH:20]=[C:19]([C:23]([F:26])([F:25])[F:24])[CH:18]=2)=[O:14])=[CH:4][C:3]2[C:8](=[N:9][CH:10]=[CH:11][C:2]=2[N:27]2[CH2:32][CH2:31][O:30][CH2:29][CH2:28]2)[N:7]=1, predict the reactants needed to synthesize it. (4) Given the product [CH2:1]([N:4]1[C:9]2[CH:10]=[C:11]([C:14](=[O:25])[CH:15]([C:16]3[CH:21]=[CH:20][C:19]([O:22][CH3:23])=[CH:18][C:17]=3[Cl:24])[CH3:27])[CH:12]=[CH:13][C:8]=2[O:7][CH2:6][C:5]1=[O:26])[CH:2]=[CH2:3], predict the reactants needed to synthesize it. The reactants are: [CH2:1]([N:4]1[C:9]2[CH:10]=[C:11]([C:14](=[O:25])[CH2:15][C:16]3[CH:21]=[CH:20][C:19]([O:22][CH3:23])=[CH:18][C:17]=3[Cl:24])[CH:12]=[CH:13][C:8]=2[O:7][CH2:6][C:5]1=[O:26])[CH:2]=[CH2:3].[CH3:27]I.